From a dataset of NCI-60 drug combinations with 297,098 pairs across 59 cell lines. Regression. Given two drug SMILES strings and cell line genomic features, predict the synergy score measuring deviation from expected non-interaction effect. (1) Drug 1: CCC1(CC2CC(C3=C(CCN(C2)C1)C4=CC=CC=C4N3)(C5=C(C=C6C(=C5)C78CCN9C7C(C=CC9)(C(C(C8N6C=O)(C(=O)OC)O)OC(=O)C)CC)OC)C(=O)OC)O.OS(=O)(=O)O. Drug 2: CC=C1C(=O)NC(C(=O)OC2CC(=O)NC(C(=O)NC(CSSCCC=C2)C(=O)N1)C(C)C)C(C)C. Cell line: LOX IMVI. Synergy scores: CSS=69.6, Synergy_ZIP=-3.31, Synergy_Bliss=-6.24, Synergy_Loewe=-7.38, Synergy_HSA=-3.58. (2) Drug 1: COC1=C(C=C2C(=C1)N=CN=C2NC3=CC(=C(C=C3)F)Cl)OCCCN4CCOCC4. Drug 2: CC(C1=C(C=CC(=C1Cl)F)Cl)OC2=C(N=CC(=C2)C3=CN(N=C3)C4CCNCC4)N. Cell line: IGROV1. Synergy scores: CSS=37.8, Synergy_ZIP=-2.89, Synergy_Bliss=-6.03, Synergy_Loewe=-13.0, Synergy_HSA=-5.49. (3) Drug 2: C1=CC(=CC=C1C#N)C(C2=CC=C(C=C2)C#N)N3C=NC=N3. Drug 1: CN(C)N=NC1=C(NC=N1)C(=O)N. Cell line: UO-31. Synergy scores: CSS=18.1, Synergy_ZIP=-6.62, Synergy_Bliss=-2.95, Synergy_Loewe=-0.846, Synergy_HSA=-0.420.